Task: Regression/Classification. Given a drug SMILES string, predict its toxicity properties. Task type varies by dataset: regression for continuous values (e.g., LD50, hERG inhibition percentage) or binary classification for toxic/non-toxic outcomes (e.g., AMES mutagenicity, cardiotoxicity, hepatotoxicity). Dataset: ld50_zhu.. Dataset: Acute oral toxicity (LD50) regression data from Zhu et al. (1) The molecule is NS(=O)(=O)c1cc2c(cc1Cl)NCNS2(=O)=O. The rat oral LD50 is 2.04, given as -log10 of the dose in mol/kg body weight (higher means more acutely toxic). (2) The molecule is CCC1OC(=O)C(C)C(OC2CC(C)(OC)C(O)C(C)O2)C(C)C(OC2OC(C)CC(N(C)C)C2O)C(C)(OC)CC(C)C(=O)C(C)C(O)C1(C)O. The rat oral LD50 is 2.77, given as -log10 of the dose in mol/kg body weight (higher means more acutely toxic). (3) The drug is CNC(=O)ON=C(C)C(C)S(C)(=O)=O. The rat oral LD50 is 2.69, given as -log10 of the dose in mol/kg body weight (higher means more acutely toxic). (4) The rat oral LD50 is 2.02, given as -log10 of the dose in mol/kg body weight (higher means more acutely toxic). The molecule is C=CCN(CC=C)C(=O)C(Cl)Cl. (5) The drug is NC(N)=Nc1nc(CSCCC(N)=NS(N)(=O)=O)cs1. The rat oral LD50 is 1.84, given as -log10 of the dose in mol/kg body weight (higher means more acutely toxic). (6) The drug is CC(C(=O)O)c1ccc2oc(-c3ccc(Cl)cc3)nc2c1. The rat oral LD50 is 3.41, given as -log10 of the dose in mol/kg body weight (higher means more acutely toxic). (7) The rat oral LD50 is 2.76, given as -log10 of the dose in mol/kg body weight (higher means more acutely toxic). The molecule is Clc1nc(Cl)c(Cl)c(Cl)c1Cl.